Dataset: Forward reaction prediction with 1.9M reactions from USPTO patents (1976-2016). Task: Predict the product of the given reaction. (1) Given the reactants [Si]([O:8][CH2:9][CH:10]1[CH2:14][CH2:13][N:12]([C:15]2[CH:16]=[CH:17][C:18]([CH3:36])=[C:19]([CH:35]=2)[C:20]([NH:22][C:23]2[C:24]([CH3:34])=[C:25]([CH:30]=[CH:31][C:32]=2[CH3:33])[C:26]([O:28][CH3:29])=[O:27])=[O:21])[CH2:11]1)(C(C)(C)C)(C)C.[N+](CCCC)(CCCC)(CCCC)CCCC.[F-], predict the reaction product. The product is: [OH:8][CH2:9][CH:10]1[CH2:14][CH2:13][N:12]([C:15]2[CH:16]=[CH:17][C:18]([CH3:36])=[C:19]([CH:35]=2)[C:20]([NH:22][C:23]2[C:24]([CH3:34])=[C:25]([CH:30]=[CH:31][C:32]=2[CH3:33])[C:26]([O:28][CH3:29])=[O:27])=[O:21])[CH2:11]1. (2) Given the reactants [Si:1]([O:8][C@H:9]([C:25]1[CH:30]=[CH:29][C:28]([OH:31])=[C:27]([CH2:32][OH:33])[CH:26]=1)[CH2:10][NH:11][C@H:12]([CH3:24])[CH2:13][C:14]1[CH:15]=[C:16]([CH2:20][C:21](O)=[O:22])[CH:17]=[CH:18][CH:19]=1)([C:4]([CH3:7])([CH3:6])[CH3:5])([CH3:3])[CH3:2].Cl.CN(C)CCCN=C=NCC.O.OC1C2N=NNC=2C=CC=1.C(N(CC)CC)C.[C:64]12([NH2:74])[CH2:73][CH:68]3[CH2:69][CH:70]([CH2:72][CH:66]([CH2:67]3)[CH2:65]1)[CH2:71]2, predict the reaction product. The product is: [NH3:11].[C:64]12([NH:74][C:21](=[O:22])[CH2:20][C:16]3[CH:17]=[CH:18][CH:19]=[C:14]([CH2:13][C@H:12]([NH:11][CH2:10][C@H:9]([O:8][Si:1]([C:4]([CH3:7])([CH3:5])[CH3:6])([CH3:3])[CH3:2])[C:25]4[CH:30]=[CH:29][C:28]([OH:31])=[C:27]([CH2:32][OH:33])[CH:26]=4)[CH3:24])[CH:15]=3)[CH2:71][CH:70]3[CH2:69][CH:68]([CH2:67][CH:66]([CH2:72]3)[CH2:65]1)[CH2:73]2. (3) The product is: [CH3:17][O:16][C:8]1[C:7]2[N:6]=[C:4]([CH2:3][O:2][CH3:1])[NH:13][C:12]=2[CH:11]=[CH:10][CH:9]=1. Given the reactants [CH3:1][O:2][CH2:3][C:4]([NH:6][C:7]1[C:12]([N+:13]([O-])=O)=[CH:11][CH:10]=[CH:9][C:8]=1[O:16][CH3:17])=O.[Sn](Cl)Cl.[OH-].[Na+], predict the reaction product.